From a dataset of Reaction yield outcomes from USPTO patents with 853,638 reactions. Predict the reaction yield, written as a fraction of the theoretical maximum amount of product (1.0 means a 100% yield; for example, 0.34 means a 34% yield). (1) The reactants are O.[NH2:2][NH2:3].C[O:5][C:6](=O)[C:7]([NH:9][C:10]1[CH:15]=[CH:14][C:13]([C@H:16]2[CH2:21][CH2:20][C@H:19]([CH:22]([CH3:28])[C:23]([O:25][CH2:26][CH3:27])=[O:24])[CH2:18][CH2:17]2)=[CH:12][CH:11]=1)=[O:8]. The catalyst is C(O)C. The product is [NH:2]([C:6](=[O:5])[C:7]([NH:9][C:10]1[CH:15]=[CH:14][C:13]([C@H:16]2[CH2:21][CH2:20][C@H:19]([CH:22]([CH3:28])[C:23]([O:25][CH2:26][CH3:27])=[O:24])[CH2:18][CH2:17]2)=[CH:12][CH:11]=1)=[O:8])[NH2:3]. The yield is 0.920. (2) The reactants are [Br:1][C:2]1[CH:18]=[CH:17][C:5]([O:6][C:7]2[CH:14]=[CH:13][C:10]([C:11]#[N:12])=[CH:9][C:8]=2[CH:15]=[O:16])=[CH:4][C:3]=1[CH2:19][O:20][CH:21]1[CH2:26][CH2:25][CH2:24][CH2:23][O:22]1.[BH4-].[Na+]. The catalyst is CO. The product is [Br:1][C:2]1[CH:18]=[CH:17][C:5]([O:6][C:7]2[CH:14]=[CH:13][C:10]([C:11]#[N:12])=[CH:9][C:8]=2[CH2:15][OH:16])=[CH:4][C:3]=1[CH2:19][O:20][CH:21]1[CH2:26][CH2:25][CH2:24][CH2:23][O:22]1. The yield is 1.00. (3) The reactants are CO[C:3](=[O:13])[C:4]1[C:9]([I:10])=[CH:8][CH:7]=[CH:6][C:5]=1[CH2:11]Br.[CH3:14][O:15][C:16]1[CH:21]=[CH:20][C:19]([CH2:22][CH2:23][CH2:24][NH2:25])=[CH:18][CH:17]=1.C([O-])([O-])=O.[K+].[K+].C(OCC)(=O)C. The catalyst is C1(C)C=CC=CC=1.CCCCCC. The product is [I:10][C:9]1[CH:8]=[CH:7][CH:6]=[C:5]2[C:4]=1[C:3](=[O:13])[N:25]([CH2:24][CH2:23][CH2:22][C:19]1[CH:18]=[CH:17][C:16]([O:15][CH3:14])=[CH:21][CH:20]=1)[CH2:11]2. The yield is 0.440. (4) The reactants are [NH2:1][C:2]1[CH:3]=[C:4]([CH:21]=[CH:22][C:23]=1[CH3:24])[O:5][C:6]1[CH:7]=[CH:8][C:9]2[N:10]([CH:12]=[C:13]([NH:15][C:16]([CH:18]3[CH2:20][CH2:19]3)=[O:17])[N:14]=2)[N:11]=1.[CH3:25][C:26]1[C:31]([C:32](O)=[O:33])=[CH:30][CH:29]=[CH:28][N:27]=1.Cl.CN(C)CCCN=C=NCC.ON1C2C=CC=CC=2N=N1.C(N(CC)CC)C. The catalyst is CN(C)C=O. The product is [CH:18]1([C:16]([NH:15][C:13]2[N:14]=[C:9]3[CH:8]=[CH:7][C:6]([O:5][C:4]4[CH:21]=[CH:22][C:23]([CH3:24])=[C:2]([NH:1][C:32](=[O:33])[C:31]5[CH:30]=[CH:29][CH:28]=[N:27][C:26]=5[CH3:25])[CH:3]=4)=[N:11][N:10]3[CH:12]=2)=[O:17])[CH2:20][CH2:19]1. The yield is 0.310. (5) The reactants are [NH2:1][C:2]1[CH:3]=[CH:4][CH:5]=[C:6]2[C:14]=1[NH:13][C:12]1[C:11](=[O:15])[CH2:10][CH2:9][CH2:8][C:7]2=1.[S:16]1[CH:20]=[CH:19][CH:18]=[C:17]1[S:21](Cl)(=[O:23])=[O:22]. The catalyst is N1C=CC=CC=1. The product is [O:15]=[C:11]1[C:12]2[NH:13][C:14]3[C:6](=[CH:5][CH:4]=[CH:3][C:2]=3[NH:1][S:21]([C:17]3[S:16][CH:20]=[CH:19][CH:18]=3)(=[O:23])=[O:22])[C:7]=2[CH2:8][CH2:9][CH2:10]1. The yield is 0.860. (6) The reactants are [CH2:1]([N:9]1[CH:17]=[N:16][C:15]2[C:14](=[O:18])[NH:13][CH:12]=[N:11][C:10]1=2)[CH2:2][C:3]1[CH:8]=[CH:7][CH:6]=[CH:5][CH:4]=1.C1C(=O)N([Br:26])C(=O)C1. The catalyst is O1CCOCC1. The product is [Br:26][C:17]1[N:9]([CH2:1][CH2:2][C:3]2[CH:4]=[CH:5][CH:6]=[CH:7][CH:8]=2)[C:10]2[N:11]=[CH:12][NH:13][C:14](=[O:18])[C:15]=2[N:16]=1. The yield is 0.570. (7) The reactants are [C:1]1([CH:7]2SCCCS2)[CH:6]=[CH:5][CH:4]=[CH:3][CH:2]=1.[Li+].CC[CH2:16][CH2-:17].[CH3:18][O:19][C:20]1[CH:21]=[C:22]([CH:25]=[C:26]([O:28][CH3:29])[CH:27]=1)[CH:23]=[O:24].ClC(OCC)=[O:32].[C:36]([O-:39])([O-:38])=[O:37].[K+].[K+]. The catalyst is C1COCC1.O. The product is [C:36](=[O:39])([O:38][CH2:16][CH3:17])[O:37][C:6]1[CH:5]=[CH:4][CH:3]=[CH:2][C:1]=1[C:7]([CH:23]([C:22]1[CH:25]=[C:26]([O:28][CH3:29])[CH:27]=[C:20]([O:19][CH3:18])[CH:21]=1)[OH:24])=[O:32]. The yield is 0.880. (8) The reactants are Cl[CH2:2][CH2:3][CH2:4][O:5][C:6]1[CH:11]=[CH:10][C:9]([C:12]2[O:13][CH2:14][C:15]([CH3:18])([CH3:17])[N:16]=2)=[CH:8][CH:7]=1.[NH:19]1[CH2:24][CH2:23][CH2:22][CH2:21][CH2:20]1. No catalyst specified. The product is [CH3:17][C:15]1([CH3:18])[CH2:14][O:13][C:12]([C:9]2[CH:10]=[CH:11][C:6]([O:5][CH2:4][CH2:3][CH2:2][N:19]3[CH2:24][CH2:23][CH2:22][CH2:21][CH2:20]3)=[CH:7][CH:8]=2)=[N:16]1. The yield is 0.830. (9) The reactants are [F:1][C:2]1[CH:17]=[C:16]([CH:18]=O)[CH:15]=[CH:14][C:3]=1[O:4][C:5]1[N:6]=[CH:7][C:8]([C:11]([NH2:13])=[O:12])=[N:9][CH:10]=1.[Cl:20][C:21]1[CH:22]=[C:23]([CH:27]=[CH:28][C:29]=1[Cl:30])[CH2:24][CH2:25][NH2:26].[BH4-].[Na+]. The catalyst is CO. The product is [Cl:20][C:21]1[CH:22]=[C:23]([CH2:24][CH2:25][NH:26][CH2:18][C:16]2[CH:15]=[CH:14][C:3]([O:4][C:5]3[N:6]=[CH:7][C:8]([C:11]([NH2:13])=[O:12])=[N:9][CH:10]=3)=[C:2]([F:1])[CH:17]=2)[CH:27]=[CH:28][C:29]=1[Cl:30]. The yield is 0.440. (10) The reactants are [Cl:1][C:2]1[N:7]=[CH:6][C:5]([OH:8])=[C:4]([CH3:9])[CH:3]=1.C(=O)([O-])[O-].[Cs+].[Cs+].FC(F)(F)S(O[CH2:22][C:23]([F:26])([F:25])[F:24])(=O)=O. The catalyst is CN(C=O)C. The product is [Cl:1][C:2]1[CH:3]=[C:4]([CH3:9])[C:5]([O:8][CH2:22][C:23]([F:26])([F:25])[F:24])=[CH:6][N:7]=1. The yield is 0.950.